Dataset: Catalyst prediction with 721,799 reactions and 888 catalyst types from USPTO. Task: Predict which catalyst facilitates the given reaction. (1) Reactant: [F:1][C:2]1[CH:11]=[CH:10][C:5]([C:6](OC)=[O:7])=[C:4]([O:12][CH:13]([CH2:18][CH:19]=[CH2:20])[C:14]([F:17])([F:16])[F:15])[CH:3]=1.[H-].[H-].[H-].[H-].[Li+].[Al+3].C(OCC)(=O)C.C([O-])(O)=O.[Na+]. Product: [F:1][C:2]1[CH:11]=[CH:10][C:5]([CH2:6][OH:7])=[C:4]([O:12][CH:13]([CH2:18][CH:19]=[CH2:20])[C:14]([F:15])([F:16])[F:17])[CH:3]=1. The catalyst class is: 1. (2) Reactant: [C:1]([CH:5]1[CH2:10][CH2:9][CH:8]([CH2:11][C:12]2[CH:13]=[C:14]3[C:19](=[CH:20][CH:21]=2)[CH:18]=[C:17]([CH2:22][N:23]2[CH2:28][CH2:27][CH:26]([C:29]([O:31]CC)=[O:30])[CH2:25][CH2:24]2)[CH:16]=[CH:15]3)[CH2:7][CH2:6]1)([CH3:4])([CH3:3])[CH3:2].[OH-].[Na+].O.Cl. Product: [C:1]([CH:5]1[CH2:6][CH2:7][CH:8]([CH2:11][C:12]2[CH:13]=[C:14]3[C:19](=[CH:20][CH:21]=2)[CH:18]=[C:17]([CH2:22][N:23]2[CH2:28][CH2:27][CH:26]([C:29]([OH:31])=[O:30])[CH2:25][CH2:24]2)[CH:16]=[CH:15]3)[CH2:9][CH2:10]1)([CH3:4])([CH3:2])[CH3:3]. The catalyst class is: 5. (3) Reactant: C([O-])([O-])=O.[K+].[K+].[CH2:7](Cl)[C:8]1[CH:13]=[CH:12][CH:11]=[CH:10][CH:9]=1.[F:15][C:16]1[CH:21]=[CH:20][CH:19]=[CH:18][C:17]=1[N:22]1[CH:26]=[C:25]([OH:27])[C:24]([C:28]([O:30][CH2:31][CH3:32])=[O:29])=[N:23]1. Product: [CH2:7]([O:27][C:25]1[C:24]([C:28]([O:30][CH2:31][CH3:32])=[O:29])=[N:23][N:22]([C:17]2[CH:18]=[CH:19][CH:20]=[CH:21][C:16]=2[F:15])[CH:26]=1)[C:8]1[CH:13]=[CH:12][CH:11]=[CH:10][CH:9]=1. The catalyst class is: 31.